This data is from Full USPTO retrosynthesis dataset with 1.9M reactions from patents (1976-2016). The task is: Predict the reactants needed to synthesize the given product. (1) The reactants are: [CH2:1]([NH:5][C:6]1[CH:15]=[CH:14][C:13]([F:16])=[CH:12][C:7]=1[C:8]([O:10]C)=[O:9])[CH2:2][CH2:3][CH3:4].O1CCCC1.[OH-].[Li+]. Given the product [CH2:1]([NH:5][C:6]1[CH:15]=[CH:14][C:13]([F:16])=[CH:12][C:7]=1[C:8]([OH:10])=[O:9])[CH2:2][CH2:3][CH3:4], predict the reactants needed to synthesize it. (2) Given the product [Br:12][C:13]1[CH:18]=[CH:17][C:16]([C:3]2[CH:7]=[CH:6][S:5][C:4]=2[C:8]([OH:10])=[O:9])=[CH:15][C:14]=1[O:20][CH3:21], predict the reactants needed to synthesize it. The reactants are: OB(O)[C:3]1[CH:7]=[CH:6][S:5][C:4]=1[C:8]([OH:10])=[O:9].[Br:12][C:13]1[CH:18]=[CH:17][C:16](I)=[CH:15][C:14]=1[O:20][CH3:21].CC#N.C([O-])([O-])=O.[K+].[K+]. (3) Given the product [CH2:39]([O:59][CH:60]([CH2:72][CH3:73])[C:61]([NH:63][C@@H:64]([CH2:68][CH:69]([CH3:71])[CH3:70])[C:65]([O:13][C:8]1[CH:9]=[CH:10][CH:11]=[CH:12][C:7]=1[C:6]([O:5][C:1]([CH3:4])([CH3:2])[CH3:3])=[O:14])=[O:66])=[O:62])[CH2:40][CH2:41][CH2:42]/[CH:43]=[CH:44]\[CH2:45]/[CH:46]=[CH:47]\[CH2:48]/[CH:49]=[CH:50]\[CH2:51]/[CH:52]=[CH:53]\[CH2:54]/[CH:55]=[CH:56]\[CH2:57][CH3:58], predict the reactants needed to synthesize it. The reactants are: [C:1]([O:5][C:6](=[O:14])[C:7]1[CH:12]=[CH:11][CH:10]=[CH:9][C:8]=1[OH:13])([CH3:4])([CH3:3])[CH3:2].F[P-](F)(F)(F)(F)F.N1(OC(N(C)C)=[N+](C)C)C2C=CC=CC=2N=N1.[CH2:39]([O:59][CH:60]([CH2:72][CH3:73])[C:61]([NH:63][C@@H:64]([CH2:68][CH:69]([CH3:71])[CH3:70])[C:65](O)=[O:66])=[O:62])[CH2:40][CH2:41][CH2:42]/[CH:43]=[CH:44]\[CH2:45]/[CH:46]=[CH:47]\[CH2:48]/[CH:49]=[CH:50]\[CH2:51]/[CH:52]=[CH:53]\[CH2:54]/[CH:55]=[CH:56]\[CH2:57][CH3:58].CCOCC. (4) Given the product [I:1][C:2]1[CH:7]=[CH:6][C:5]([CH:8]([CH2:11][CH:12]=[O:16])[C:9]#[N:10])=[CH:4][CH:3]=1, predict the reactants needed to synthesize it. The reactants are: [I:1][C:2]1[CH:7]=[CH:6][C:5]([CH:8]([CH2:11][CH:12]=C)[C:9]#[N:10])=[CH:4][CH:3]=1.CC(C)=[O:16].O. (5) Given the product [CH3:1][C@H:2]1[O:7][C@@H:6]([CH3:8])[CH2:5][N:4]([CH2:9][C@:10]([OH:30])([CH3:29])[CH2:11][O:12][C:13]2[CH:14]=[CH:15][C:16]3[C:17]4[N:18]([CH2:26][CH2:27][N:28]=4)[C:19]([NH:25][C:31]([C:32]4[CH:33]=[N:34][CH:35]=[CH:36][CH:37]=4)=[O:38])=[N:20][C:21]=3[C:22]=2[O:23][CH3:24])[CH2:3]1, predict the reactants needed to synthesize it. The reactants are: [CH3:1][C@H:2]1[O:7][C@@H:6]([CH3:8])[CH2:5][N:4]([CH2:9][C@:10]([OH:30])([CH3:29])[CH2:11][O:12][C:13]2[CH:14]=[CH:15][C:16]3[C:17]4[N:18]([CH2:26][CH2:27][N:28]=4)[C:19]([NH2:25])=[N:20][C:21]=3[C:22]=2[O:23][CH3:24])[CH2:3]1.[C:31](O)(=[O:38])[C:32]1[CH:37]=[CH:36][CH:35]=[N:34][CH:33]=1.C1CN([P+](ON2N=NC3C=CC=CC2=3)(N2CCCC2)N2CCCC2)CC1.F[P-](F)(F)(F)(F)F.C(N(C(C)C)CC)(C)C. (6) Given the product [CH3:1][O:2][C:3](=[O:8])[CH2:4][CH2:5][CH2:6][N:16]1[CH2:17][CH2:18][CH:13]([CH2:9][CH2:10][CH2:11][CH3:12])[CH2:14][CH2:15]1, predict the reactants needed to synthesize it. The reactants are: [CH3:1][O:2][C:3](=[O:8])[CH2:4][CH2:5][CH2:6]Br.[CH2:9]([CH:13]1[CH2:18][CH2:17][NH:16][CH2:15][CH2:14]1)[CH2:10][CH2:11][CH3:12].C(=O)([O-])[O-].[K+].[K+].C(Cl)Cl.CO. (7) Given the product [Cl:1][C:2]1[CH:7]=[CH:6][C:5]([O:8][C:9]2[CH:10]=[CH:11][C:12]([CH2:15][S:16][C:17]3[N:18]([CH3:37])[CH:19]=[C:20]([CH2:24][C:25]4[CH:30]=[N:29][C:28]([O:31][CH3:32])=[N:27][CH:26]=4)[C:21](=[O:23])[N:22]=3)=[CH:13][CH:14]=2)=[CH:4][C:3]=1[C:33]([F:35])([F:36])[F:34], predict the reactants needed to synthesize it. The reactants are: [Cl:1][C:2]1[CH:7]=[CH:6][C:5]([O:8][C:9]2[CH:14]=[CH:13][C:12]([CH2:15][S:16][C:17]3[NH:18][CH:19]=[C:20]([CH2:24][C:25]4[CH:26]=[N:27][C:28]([O:31][CH3:32])=[N:29][CH:30]=4)[C:21](=[O:23])[N:22]=3)=[CH:11][CH:10]=2)=[CH:4][C:3]=1[C:33]([F:36])([F:35])[F:34].[CH3:37]CN(C(C)C)C(C)C.CI.